From a dataset of Peptide-MHC class I binding affinity with 185,985 pairs from IEDB/IMGT. Regression. Given a peptide amino acid sequence and an MHC pseudo amino acid sequence, predict their binding affinity value. This is MHC class I binding data. (1) The peptide sequence is KTWMDIEGR. The MHC is HLA-A31:01 with pseudo-sequence HLA-A31:01. The binding affinity (normalized) is 0.558. (2) The peptide sequence is LRKRLRLIHL. The MHC is HLA-B27:05 with pseudo-sequence HLA-B27:05. The binding affinity (normalized) is 0.652. (3) The peptide sequence is GLLLRKLTSK. The MHC is HLA-A03:01 with pseudo-sequence HLA-A03:01. The binding affinity (normalized) is 0.660. (4) The peptide sequence is RYPGVMYAF. The MHC is HLA-B08:03 with pseudo-sequence HLA-B08:03. The binding affinity (normalized) is 0.0847. (5) The peptide sequence is IMRAPFASI. The MHC is HLA-A01:01 with pseudo-sequence HLA-A01:01. The binding affinity (normalized) is 0. (6) The peptide sequence is TSTTASAKV. The MHC is Mamu-A01 with pseudo-sequence Mamu-A01. The binding affinity (normalized) is 0.629.